This data is from Experimentally validated miRNA-target interactions with 360,000+ pairs, plus equal number of negative samples. The task is: Binary Classification. Given a miRNA mature sequence and a target amino acid sequence, predict their likelihood of interaction. The miRNA is cel-miR-250-3p with sequence AAUCACAGUCAACUGUUGGC. The protein sequence of the target gene is MKEMSANTVLDSQRQQKHYGITSPISLASPKEIDHIYTQKLIDAMKPFGVFEDEEELNHRLVVLGKLNNLVKEWISDVSESKNLPPSVVATVGGKIFTFGSYRLGVHTKGADIDALCVAPRHVERSDFFQSFFEKLKHQDGIRNLRAVEDAFVPVIKFEFDGIEIDLVFARLAIQTISDNLDLRDDSRLRSLDIRCIRSLNGCRVTDEILHLVPNKETFRLTLRAVKLWAKRRGIYSNMLGFLGGVSWAMLVARTCQLYPNAAASTLVHKFFLVFSKWEWPNPVLLKQPEESNLNLPVWD.... Result: 0 (no interaction).